From a dataset of NCI-60 drug combinations with 297,098 pairs across 59 cell lines. Regression. Given two drug SMILES strings and cell line genomic features, predict the synergy score measuring deviation from expected non-interaction effect. (1) Drug 1: COC1=NC(=NC2=C1N=CN2C3C(C(C(O3)CO)O)O)N. Drug 2: C1CC(=O)NC(=O)C1N2C(=O)C3=CC=CC=C3C2=O. Cell line: NCI-H226. Synergy scores: CSS=-7.55, Synergy_ZIP=4.21, Synergy_Bliss=1.18, Synergy_Loewe=-4.66, Synergy_HSA=-5.44. (2) Drug 1: CN1CCC(CC1)COC2=C(C=C3C(=C2)N=CN=C3NC4=C(C=C(C=C4)Br)F)OC. Drug 2: C1=CC(=CC=C1CCC2=CNC3=C2C(=O)NC(=N3)N)C(=O)NC(CCC(=O)O)C(=O)O. Cell line: HS 578T. Synergy scores: CSS=10.6, Synergy_ZIP=-0.853, Synergy_Bliss=6.35, Synergy_Loewe=-5.43, Synergy_HSA=0.493. (3) Drug 1: CNC(=O)C1=CC=CC=C1SC2=CC3=C(C=C2)C(=NN3)C=CC4=CC=CC=N4. Synergy scores: CSS=1.25, Synergy_ZIP=-2.87, Synergy_Bliss=0.0645, Synergy_Loewe=-1.41, Synergy_HSA=-1.13. Cell line: OVCAR-8. Drug 2: CS(=O)(=O)OCCCCOS(=O)(=O)C.